Dataset: Forward reaction prediction with 1.9M reactions from USPTO patents (1976-2016). Task: Predict the product of the given reaction. Given the reactants [CH3:1][N:2]1[CH2:11][CH:10]([C:12]2[CH:17]=[CH:16][CH:15]=[CH:14][CH:13]=2)[C:9]2[C:4](=[CH:5][C:6](=[O:18])[NH:7][CH:8]=2)[CH2:3]1.[H-].[Na+].Cl[CH2:22][CH2:23][CH2:24]I, predict the reaction product. The product is: [NH3:2].[CH3:1][N:2]1[CH2:11][CH:10]([C:12]2[CH:17]=[CH:16][CH:15]=[CH:14][CH:13]=2)[C:9]2[C:4](=[CH:5][C:6]([O:18][CH2:22][CH2:23][CH2:24][N:2]3[CH2:11][CH2:10][CH2:9][CH2:4][CH2:3]3)=[N:7][CH:8]=2)[CH2:3]1.